From a dataset of Full USPTO retrosynthesis dataset with 1.9M reactions from patents (1976-2016). Predict the reactants needed to synthesize the given product. (1) Given the product [N+:11]([C:8]1[CH:9]=[CH:10][C:2]([NH:1][C:27]([C:22]2[CH:23]=[N:24][CH:25]=[CH:26][N:21]=2)=[O:28])=[C:3]([CH:7]=1)[C:4]([OH:6])=[O:5])([O-:13])=[O:12], predict the reactants needed to synthesize it. The reactants are: [NH2:1][C:2]1[CH:10]=[CH:9][C:8]([N+:11]([O-:13])=[O:12])=[CH:7][C:3]=1[C:4]([OH:6])=[O:5].CCN(CC)CC.[N:21]1[CH:26]=[CH:25][N:24]=[CH:23][C:22]=1[C:27](Cl)=[O:28]. (2) Given the product [NH2:11][CH:12]1[CH2:19][C:15]2([CH2:16][O:17][CH2:18]2)[N:14]([C:20]([O:22][C:23]([CH3:26])([CH3:25])[CH3:24])=[O:21])[CH2:13]1, predict the reactants needed to synthesize it. The reactants are: C(OC([NH:11][CH:12]1[CH2:19][C:15]2([CH2:18][O:17][CH2:16]2)[N:14]([C:20]([O:22][C:23]([CH3:26])([CH3:25])[CH3:24])=[O:21])[CH2:13]1)=O)C1C=CC=CC=1. (3) Given the product [C:1]([O:5][C@@H:6]([C:12]1[C:27]([CH3:28])=[CH:26][C:15]2[N:16]=[C:17]([C:19]3[CH:24]=[CH:23][N:22]=[C:21]([C:39]4[C:40]5[C:45](=[CH:44][CH:43]=[CH:42][CH:41]=5)[N:37]([CH3:36])[N:38]=4)[CH:20]=3)[S:18][C:14]=2[C:13]=1[C:29]1[CH:34]=[CH:33][C:32]([Cl:35])=[CH:31][CH:30]=1)[C:7]([O:9][CH2:10][CH3:11])=[O:8])([CH3:3])([CH3:2])[CH3:4], predict the reactants needed to synthesize it. The reactants are: [C:1]([O:5][C@@H:6]([C:12]1[C:27]([CH3:28])=[CH:26][C:15]2[N:16]=[C:17]([C:19]3[CH:24]=[CH:23][N:22]=[C:21](Cl)[CH:20]=3)[S:18][C:14]=2[C:13]=1[C:29]1[CH:34]=[CH:33][C:32]([Cl:35])=[CH:31][CH:30]=1)[C:7]([O:9][CH2:10][CH3:11])=[O:8])([CH3:4])([CH3:3])[CH3:2].[CH3:36][N:37]1[C:45]2[C:40](=[CH:41][CH:42]=[CH:43][CH:44]=2)[C:39]([Sn](C)(C)C)=[N:38]1. (4) Given the product [F:32][C:29]1[CH:30]=[CH:31][C:25]2[N:24]=[C:23]([C:18]3[C:17]4[C:16]5[C:11](=[CH:12][CH:13]=[CH:14][CH:15]=5)[N:10]([C:8]5[CH:7]=[CH:6][C:3]([C:4]([NH2:5])=[O:47])=[C:2]([NH:39][CH2:40][C:41]6[CH:42]=[N:43][CH:44]=[CH:45][CH:46]=6)[CH:9]=5)[C:22]=4[CH:21]=[CH:20][CH:19]=3)[NH:27][C:26]=2[CH:28]=1, predict the reactants needed to synthesize it. The reactants are: F[C:2]1[CH:9]=[C:8]([N:10]2[C:22]3[CH:21]=[CH:20][CH:19]=[C:18]([C:23]4[NH:27][C:26]5[CH:28]=[C:29]([F:32])[CH:30]=[CH:31][C:25]=5[N:24]=4)[C:17]=3[C:16]3[C:11]2=[CH:12][CH:13]=[CH:14][CH:15]=3)[CH:7]=[CH:6][C:3]=1[C:4]#[N:5].C(=O)([O-])[O-].[K+].[K+].[NH2:39][CH2:40][C:41]1[CH:42]=[N:43][CH:44]=[CH:45][CH:46]=1.[OH-:47].[Na+].OO. (5) Given the product [CH2:1]([O:8][C:17]1[CH:18]=[CH:19][CH:20]=[C:12]([F:11])[C:13]=1[C:14]([NH2:16])=[O:15])[C:2]1[CH:7]=[CH:6][CH:5]=[CH:4][CH:3]=1, predict the reactants needed to synthesize it. The reactants are: [CH2:1]([OH:8])[C:2]1[CH:7]=[CH:6][CH:5]=[CH:4][CH:3]=1.[H-].[Na+].[F:11][C:12]1[CH:20]=[CH:19][CH:18]=[C:17](F)[C:13]=1[C:14]([NH2:16])=[O:15].Cl.